From a dataset of Peptide-MHC class II binding affinity with 134,281 pairs from IEDB. Regression. Given a peptide amino acid sequence and an MHC pseudo amino acid sequence, predict their binding affinity value. This is MHC class II binding data. (1) The peptide sequence is GMNPSHCNEMSWIQS. The MHC is HLA-DQA10201-DQB10202 with pseudo-sequence HLA-DQA10201-DQB10202. The binding affinity (normalized) is 0.133. (2) The peptide sequence is TPLTLVDICFWSTLF. The MHC is H-2-IAb with pseudo-sequence H-2-IAb. The binding affinity (normalized) is 0. (3) The peptide sequence is NKAGVRIYVDIVLNH. The MHC is HLA-DQA10501-DQB10301 with pseudo-sequence HLA-DQA10501-DQB10301. The binding affinity (normalized) is 0.345.